Predict the reaction yield, written as a fraction of the theoretical maximum amount of product (1.0 means a 100% yield; for example, 0.34 means a 34% yield). From a dataset of Reaction yield outcomes from USPTO patents with 853,638 reactions. (1) The reactants are [CH2:1]1[CH:9]2[CH:4]([CH2:5][N:6]([C:10]([O:12][C:13]([CH3:16])([CH3:15])[CH3:14])=[O:11])[CH2:7][CH2:8]2)[CH2:3][NH:2]1.[F:17][C:18]1[CH:23]=[CH:22][C:21]([S:24]([C:27]2[CH:28]=[N:29][C:30]3[C:35]([CH:36]=2)=[CH:34][CH:33]=[CH:32][C:31]=3I)(=[O:26])=[O:25])=[CH:20][CH:19]=1. No catalyst specified. The product is [F:17][C:18]1[CH:23]=[CH:22][C:21]([S:24]([C:27]2[CH:28]=[N:29][C:30]3[C:35]([CH:36]=2)=[CH:34][CH:33]=[CH:32][C:31]=3[N:2]2[CH2:1][CH:9]3[CH:4]([CH2:5][N:6]([C:10]([O:12][C:13]([CH3:16])([CH3:15])[CH3:14])=[O:11])[CH2:7][CH2:8]3)[CH2:3]2)(=[O:26])=[O:25])=[CH:20][CH:19]=1. The yield is 0.550. (2) The reactants are [CH:1]([C:4]1[N:13]([NH:14][C:15]([CH:17]2[CH2:19][CH:18]2[C:20]2[CH:25]=[CH:24][C:23](Cl)=[CH:22][CH:21]=2)=[O:16])[C:12](=[O:27])[C:11]2[C:6](=[CH:7][CH:8]=[CH:9][CH:10]=2)[N:5]=1)([CH3:3])[CH3:2].[F:28]C1C=CC([C@@H]2C[C@H]2C(O)=O)=CC=1. No catalyst specified. The product is [CH:1]([C:4]1[N:13]([NH:14][C:15]([C@@H:17]2[CH2:19][C@H:18]2[C:20]2[CH:25]=[CH:24][C:23]([F:28])=[CH:22][CH:21]=2)=[O:16])[C:12](=[O:27])[C:11]2[C:6](=[CH:7][CH:8]=[CH:9][CH:10]=2)[N:5]=1)([CH3:3])[CH3:2]. The yield is 0.0400. (3) The reactants are [F:1][C:2]1[N:7]=[CH:6][C:5]([C:8]([OH:10])=O)=[CH:4][CH:3]=1.[CH:11]1[CH:12]=CC2N(O)N=[N:17][C:15]=2[CH:16]=1.CCN=C=NCCCN(C)C.Cl.N1CCCC1.C([O-])(O)=O.[Na+]. The catalyst is C(#N)C. The product is [F:1][C:2]1[CH:3]=[CH:4][C:5]([C:8]([N:17]2[CH2:12][CH2:11][CH2:16][CH2:15]2)=[O:10])=[CH:6][N:7]=1. The yield is 0.770. (4) The reactants are S(=O)(=O)(O)O.[Cl:6][C:7]1[CH:12]=[CH:11][C:10]([CH:13]([OH:18])[CH2:14][CH:15]2[CH2:17][O:16]2)=[CH:9][CH:8]=1.C([O-])(O)=O.[Na+]. The catalyst is O1CCOCC1. The product is [Cl:6][C:7]1[CH:12]=[CH:11][C:10]([CH:13]2[O:18][CH2:17][CH:15]([OH:16])[CH2:14]2)=[CH:9][CH:8]=1. The yield is 0.460. (5) The catalyst is COCCOC.C(OCC)(=O)C.C1C=CC([P]([Pd]([P](C2C=CC=CC=2)(C2C=CC=CC=2)C2C=CC=CC=2)([P](C2C=CC=CC=2)(C2C=CC=CC=2)C2C=CC=CC=2)[P](C2C=CC=CC=2)(C2C=CC=CC=2)C2C=CC=CC=2)(C2C=CC=CC=2)C2C=CC=CC=2)=CC=1. The reactants are Cl[C:2]1[N:7]=[C:6]([NH:8][C:9]([C:11]2([C:14]3[CH:24]=[CH:23][C:17]4[O:18][C:19]([F:22])([F:21])[O:20][C:16]=4[CH:15]=3)[CH2:13][CH2:12]2)=[O:10])[CH:5]=[CH:4][C:3]=1[CH3:25].[CH3:26][O:27][C:28]1[C:33](B2OC(C)(C)C(C)(C)O2)=[CH:32][C:31]([CH3:43])=[CH:30][N:29]=1.C(=O)([O-])[O-].[Na+].[Na+]. The yield is 0.720. The product is [F:21][C:19]1([F:22])[O:18][C:17]2[CH:23]=[CH:24][C:14]([C:11]3([C:9]([NH:8][C:6]4[N:7]=[C:2]([C:33]5[C:28]([O:27][CH3:26])=[N:29][CH:30]=[C:31]([CH3:43])[CH:32]=5)[C:3]([CH3:25])=[CH:4][CH:5]=4)=[O:10])[CH2:13][CH2:12]3)=[CH:15][C:16]=2[O:20]1. (6) The reactants are [O:1]([CH2:8][C:9](Cl)=[O:10])[C:2]1[CH:7]=[CH:6][CH:5]=[CH:4][CH:3]=1.C(N(CC)CC)C.[C:19]1([CH3:31])[CH:24]=[CH:23][C:22]([S:25]([CH2:28][CH2:29][OH:30])(=[O:27])=[O:26])=[CH:21][CH:20]=1.O. The catalyst is CC#N. The product is [C:19]1([CH3:31])[CH:20]=[CH:21][C:22]([S:25]([CH2:28][CH2:29][O:30][C:9](=[O:10])[CH2:8][O:1][C:2]2[CH:7]=[CH:6][CH:5]=[CH:4][CH:3]=2)(=[O:26])=[O:27])=[CH:23][CH:24]=1. The yield is 0.970.